Dataset: Full USPTO retrosynthesis dataset with 1.9M reactions from patents (1976-2016). Task: Predict the reactants needed to synthesize the given product. (1) Given the product [C:1]1([N:7]2[C:11]([C:12]([F:13])([F:14])[F:15])=[C:10]([C:16]3[O:20][N:19]=[C:18]([C:21]4[CH:22]=[CH:23][C:24]([CH2:25][N:33]5[CH2:36][CH:35]([C:37]([OH:39])=[O:38])[CH2:34]5)=[CH:27][CH:28]=4)[N:17]=3)[CH:9]=[N:8]2)[CH:6]=[CH:5][CH:4]=[CH:3][CH:2]=1, predict the reactants needed to synthesize it. The reactants are: [C:1]1([N:7]2[C:11]([C:12]([F:15])([F:14])[F:13])=[C:10]([C:16]3[O:20][N:19]=[C:18]([C:21]4[CH:28]=[CH:27][C:24]([CH:25]=O)=[CH:23][CH:22]=4)[N:17]=3)[CH:9]=[N:8]2)[CH:6]=[CH:5][CH:4]=[CH:3][CH:2]=1.C(O)(=O)C.[NH:33]1[CH2:36][CH:35]([C:37]([OH:39])=[O:38])[CH2:34]1.C(O[BH-](OC(=O)C)OC(=O)C)(=O)C.[Na+]. (2) Given the product [CH3:14][N:15]1[CH2:20][CH2:19][CH:18]([NH:21][C:11]([C:6]2[C:5]3[CH:4]=[CH:3][N:2]=[CH:1][C:10]=3[CH:9]=[CH:8][CH:7]=2)=[O:13])[CH2:17][CH2:16]1, predict the reactants needed to synthesize it. The reactants are: [CH:1]1[C:10]2[CH:9]=[CH:8][CH:7]=[C:6]([C:11]([OH:13])=O)[C:5]=2[CH:4]=[CH:3][N:2]=1.[CH3:14][N:15]1[CH2:20][CH2:19][CH:18]([NH2:21])[CH2:17][CH2:16]1.CN(C=O)C.C(P1(=O)OP(CCC)(=O)OP(CCC)(=O)O1)CC. (3) Given the product [NH:1]1[C:5]2[CH:6]=[CH:7][C:8]([N:10]3[CH:14]([C:15]4[CH:16]=[CH:17][C:18]([N:21]5[CH2:26][CH2:25][O:24][CH2:23][CH2:22]5)=[CH:19][CH:20]=4)[C:13]([N:29]4[CH2:34][CH2:33][CH2:32][CH2:31][CH2:30]4)=[CH:12][C:11]3=[O:28])=[CH:9][C:4]=2[N:3]=[CH:2]1, predict the reactants needed to synthesize it. The reactants are: [NH:1]1[C:5]2[CH:6]=[CH:7][C:8]([N:10]3[CH:14]([C:15]4[CH:20]=[CH:19][C:18]([N:21]5[CH2:26][CH2:25][O:24][CH2:23][CH2:22]5)=[CH:17][CH:16]=4)[C:13](O)=[CH:12][C:11]3=[O:28])=[CH:9][C:4]=2[N:3]=[CH:2]1.[NH:29]1[CH2:34][CH2:33][CH2:32][CH2:31][CH2:30]1. (4) Given the product [C:16]([O:24][CH2:25][C:26]#[C:27][C:6](=[O:7])[C:2]1[S:1][CH:5]=[CH:4][CH:3]=1)(=[O:23])[C:17]1[CH:22]=[CH:21][CH:20]=[CH:19][CH:18]=1, predict the reactants needed to synthesize it. The reactants are: [S:1]1[CH:5]=[CH:4][CH:3]=[C:2]1[C:6](Cl)=[O:7].C(N(CC)CC)C.[C:16]([O:24][CH2:25][C:26]#[CH:27])(=[O:23])[C:17]1[CH:22]=[CH:21][CH:20]=[CH:19][CH:18]=1.